This data is from Retrosynthesis with 50K atom-mapped reactions and 10 reaction types from USPTO. The task is: Predict the reactants needed to synthesize the given product. (1) Given the product Clc1cccc(-c2nc3ncc(Br)cc3[nH]2)c1, predict the reactants needed to synthesize it. The reactants are: Nc1cc(Br)cnc1N.O=C(O)c1cccc(Cl)c1. (2) Given the product CCCOc1ccc(F)cc1NC(=O)C(F)(F)F, predict the reactants needed to synthesize it. The reactants are: CCCOc1ccc(F)cc1N.O=C(OC(=O)C(F)(F)F)C(F)(F)F.